Dataset: Full USPTO retrosynthesis dataset with 1.9M reactions from patents (1976-2016). Task: Predict the reactants needed to synthesize the given product. (1) Given the product [CH2:1]([O:3][C:4]([C:6]1[O:10][N:9]=[C:8]([C:11]2[CH:12]=[CH:13][C:14]([NH2:17])=[CH:15][CH:16]=2)[CH:7]=1)=[O:5])[CH3:2], predict the reactants needed to synthesize it. The reactants are: [CH2:1]([O:3][C:4]([C:6]1[O:10][N:9]=[C:8]([C:11]2[CH:16]=[CH:15][C:14]([N+:17]([O-])=O)=[CH:13][CH:12]=2)[CH:7]=1)=[O:5])[CH3:2].[NH4+].[Cl-]. (2) Given the product [OH:8][CH2:9][C:10]1[CH:11]=[CH:12][C:13]([NH:16][C:17]([NH:19][CH2:20][C:21]2[C:22]([N:31]3[CH2:36][CH2:35][CH:34]([CH3:37])[CH2:33][CH2:32]3)=[N:23][C:24]([C:27]([F:29])([F:30])[F:28])=[CH:25][CH:26]=2)=[O:18])=[N:14][CH:15]=1, predict the reactants needed to synthesize it. The reactants are: [Si]([O:8][CH2:9][C:10]1[CH:11]=[CH:12][C:13]([NH:16][C:17]([NH:19][CH2:20][C:21]2[C:22]([N:31]3[CH2:36][CH2:35][CH:34]([CH3:37])[CH2:33][CH2:32]3)=[N:23][C:24]([C:27]([F:30])([F:29])[F:28])=[CH:25][CH:26]=2)=[O:18])=[N:14][CH:15]=1)(C(C)(C)C)(C)C.[F-].C([N+](CCCC)(CCCC)CCCC)CCC. (3) Given the product [CH3:14][C:11]1([CH3:13])[O:12][C:8]([C:5]2[CH:6]=[CH:7][C:2]([N:1]([S:35]([CH3:34])(=[O:37])=[O:36])[S:35]([CH3:34])(=[O:37])=[O:36])=[CH:3][CH:4]=2)=[C:9]([C:16]2[CH:21]=[CH:20][C:19]([O:22][CH2:23][C:24]3[CH:33]=[CH:32][C:31]4[C:26](=[CH:27][CH:28]=[CH:29][CH:30]=4)[N:25]=3)=[CH:18][CH:17]=2)[C:10]1=[O:15], predict the reactants needed to synthesize it. The reactants are: [NH2:1][C:2]1[CH:7]=[CH:6][C:5]([C:8]2[O:12][C:11]([CH3:14])([CH3:13])[C:10](=[O:15])[C:9]=2[C:16]2[CH:21]=[CH:20][C:19]([O:22][CH2:23][C:24]3[CH:33]=[CH:32][C:31]4[C:26](=[CH:27][CH:28]=[CH:29][CH:30]=4)[N:25]=3)=[CH:18][CH:17]=2)=[CH:4][CH:3]=1.[CH3:34][S:35](Cl)(=[O:37])=[O:36]. (4) Given the product [OH:12][C@@H:11]1[CH2:10][CH2:9][C:4]2([O:5][CH2:6][CH2:7][O:8]2)[CH2:3][C@H:2]1[NH:1][CH:14]1[CH2:19][CH2:18][N:17]([C:20]([O:22][CH2:23][C:24]2[CH:25]=[CH:26][CH:27]=[CH:28][CH:29]=2)=[O:21])[CH2:16][CH2:15]1, predict the reactants needed to synthesize it. The reactants are: [NH2:1][C@H:2]1[C@H:11]([OH:12])[CH2:10][CH2:9][C:4]2([O:8][CH2:7][CH2:6][O:5]2)[CH2:3]1.O=[C:14]1[CH2:19][CH2:18][N:17]([C:20]([O:22][CH2:23][C:24]2[CH:29]=[CH:28][CH:27]=[CH:26][CH:25]=2)=[O:21])[CH2:16][CH2:15]1.C(O[BH-](OC(=O)C)OC(=O)C)(=O)C.[Na+].C([O-])(O)=O.[Na+]. (5) Given the product [C:1]([C:5]1[S:6][C:7]2[CH:13]=[C:12]([Cl:14])[CH:11]=[C:10]([CH2:15][OH:16])[C:8]=2[N:9]=1)([CH3:4])([CH3:2])[CH3:3], predict the reactants needed to synthesize it. The reactants are: [C:1]([C:5]1[S:6][C:7]2[C:8](=[C:10]([C:15](OC)=[O:16])[CH:11]=[C:12]([Cl:14])[CH:13]=2)[N:9]=1)([CH3:4])([CH3:3])[CH3:2].[H-].[H-].[H-].[H-].[Li+].[Al+3].